From a dataset of Forward reaction prediction with 1.9M reactions from USPTO patents (1976-2016). Predict the product of the given reaction. (1) Given the reactants Br[C:2]1[CH:7]=[CH:6][CH:5]=[CH:4][C:3]=1[NH:8][C:9](=[O:18])[O:10][CH2:11][C@@H:12]1[CH2:16][CH2:15][N:14]([CH3:17])[CH2:13]1.[Cl:19][C:20]1[CH:21]=[C:22](B(O)O)[CH:23]=[CH:24][C:25]=1[F:26].C(=O)([O-])[O-].[Na+].[Na+], predict the reaction product. The product is: [Cl:19][C:20]1[CH:21]=[C:22]([C:2]2[CH:7]=[CH:6][CH:5]=[CH:4][C:3]=2[NH:8][C:9](=[O:18])[O:10][CH2:11][C@@H:12]2[CH2:16][CH2:15][N:14]([CH3:17])[CH2:13]2)[CH:23]=[CH:24][C:25]=1[F:26]. (2) Given the reactants [NH:1]1[CH:5]=[CH:4][C:3](B(O)O)=[N:2]1.Br[C:10]1[CH:15]=[CH:14][C:13]([NH:16][C:17]([N:19]2[CH2:27][C:26]3[C:21](=[CH:22][CH:23]=[CH:24][CH:25]=3)[CH2:20]2)=[O:18])=[CH:12][CH:11]=1.Br[C:29]1[CH:30]=C2C(=C[CH:37]=1)CN(C(NC1C=CC(C(=O)NCCC)=CC=1)=O)C2, predict the reaction product. The product is: [CH2:37]([N:1]1[CH:5]=[C:4]([C:10]2[CH:15]=[CH:14][C:13]([NH:16][C:17]([N:19]3[CH2:27][C:26]4[C:21](=[CH:22][CH:23]=[CH:24][CH:25]=4)[CH2:20]3)=[O:18])=[CH:12][CH:11]=2)[CH:3]=[N:2]1)[CH2:29][CH3:30]. (3) Given the reactants [C:1](#[N:5])[CH2:2][CH2:3][CH3:4].[Al+3].[Cl-].[Cl-].[Cl-].[Cl:10][C:11]1[CH:17]=[CH:16][C:14]([NH2:15])=[CH:13][CH:12]=1, predict the reaction product. The product is: [Cl:10][C:11]1[CH:17]=[CH:16][C:14]([NH:15][C:1](=[NH:5])[CH2:2][CH2:3][CH3:4])=[CH:13][CH:12]=1.